From a dataset of Reaction yield outcomes from USPTO patents with 853,638 reactions. Predict the reaction yield, written as a fraction of the theoretical maximum amount of product (1.0 means a 100% yield; for example, 0.34 means a 34% yield). (1) The reactants are [CH3:1][O:2][C:3]1[CH:8]=[CH:7][CH:6]=[CH:5][C:4]=1[CH:9]([CH2:14][C:15]1[CH:20]=[CH:19][CH:18]=[CH:17][CH:16]=1)[C:10]([O:12]C)=[O:11].[OH-].[Na+].O.Cl. The catalyst is C1COCC1.CO. The product is [CH3:1][O:2][C:3]1[CH:8]=[CH:7][CH:6]=[CH:5][C:4]=1[CH:9]([CH2:14][C:15]1[CH:20]=[CH:19][CH:18]=[CH:17][CH:16]=1)[C:10]([OH:12])=[O:11]. The yield is 0.510. (2) The reactants are [CH:1](NC(C)C)(C)C.C([Li])CCC.[CH2:13]([N:20]1[CH:25]([C:26]2[CH:31]=[CH:30][CH:29]=[CH:28][CH:27]=2)[CH2:24][C:23]([CH3:33])([CH3:32])[N:22]2[N:34]=[CH:35][C:36]([C:37](=[O:47])[CH:38]([C:40]3[CH:45]=[CH:44][C:43]([CH3:46])=[CH:42][CH:41]=3)[CH3:39])=[C:21]12)[C:14]1[CH:19]=[CH:18][CH:17]=[CH:16][CH:15]=1.IC. The catalyst is C1COCC1. The product is [CH2:13]([N:20]1[CH:25]([C:26]2[CH:31]=[CH:30][CH:29]=[CH:28][CH:27]=2)[CH2:24][C:23]([CH3:33])([CH3:32])[N:22]2[N:34]=[CH:35][C:36]([C:37](=[O:47])[C:38]([CH3:1])([C:40]3[CH:45]=[CH:44][C:43]([CH3:46])=[CH:42][CH:41]=3)[CH3:39])=[C:21]12)[C:14]1[CH:19]=[CH:18][CH:17]=[CH:16][CH:15]=1. The yield is 0.230. (3) The reactants are [OH:1][CH:2]([C:7]1[CH:12]=[CH:11][C:10]([O:13][CH3:14])=[CH:9][CH:8]=1)[CH2:3][C:4]([OH:6])=O.[C:15]([NH:18][C:19]1[C:36]([Cl:37])=[CH:35][C:22]([CH2:23][NH:24]/[C:25](/[NH2:34])=[N:26]\[C:27](=[O:33])[O:28][C:29]([CH3:32])([CH3:31])[CH3:30])=[CH:21][C:20]=1[Cl:38])(=[O:17])[CH3:16].C1CN([P+](ON2N=NC3C=CC=CC2=3)(N2CCCC2)N2CCCC2)CC1.F[P-](F)(F)(F)(F)F.C(N(CC)CC)C. The catalyst is ClCCl. The product is [C:15]([NH:18][C:19]1[C:20]([Cl:38])=[CH:21][C:22]([CH2:23][NH:24]/[C:25](=[N:26]\[C:27](=[O:33])[O:28][C:29]([CH3:31])([CH3:32])[CH3:30])/[NH:34][C:4](=[O:6])[CH2:3][CH:2]([OH:1])[C:7]2[CH:12]=[CH:11][C:10]([O:13][CH3:14])=[CH:9][CH:8]=2)=[CH:35][C:36]=1[Cl:37])(=[O:17])[CH3:16]. The yield is 0.770. (4) The reactants are COCCN(S(F)(F)[F:11])CCOC.[CH3:14][O:15][C:16](=[O:27])[C:17]1[CH:22]=[CH:21][C:20]([CH2:23][CH2:24]O)=[N:19][C:18]=1[NH2:26]. The catalyst is ClCCl. The product is [CH3:14][O:15][C:16](=[O:27])[C:17]1[CH:22]=[CH:21][C:20]([CH2:23][CH2:24][F:11])=[N:19][C:18]=1[NH2:26]. The yield is 0.0790. (5) The reactants are [Br:1][C:2]1[CH:3]=[C:4]([NH:9][S:10](/[CH:13]=[CH:14]/[C:15]2[CH:20]=[CH:19][CH:18]=[CH:17][CH:16]=2)(=[O:12])=[O:11])[C:5]([CH3:8])=[N:6][CH:7]=1.C(=O)([O-])[O-].[K+].[K+].[I-].[Na+].[CH2:29](Br)[CH:30]=[CH2:31]. The yield is 0.950. The catalyst is C(#N)C. The product is [CH2:31]([N:9]([C:4]1[C:5]([CH3:8])=[N:6][CH:7]=[C:2]([Br:1])[CH:3]=1)[S:10](/[CH:13]=[CH:14]/[C:15]1[CH:20]=[CH:19][CH:18]=[CH:17][CH:16]=1)(=[O:12])=[O:11])[CH:30]=[CH2:29]. (6) The reactants are I[C:2]1[CH:7]=[CH:6][N:5]=[CH:4][CH:3]=1.[Li][CH2:9][CH2:10][CH2:11][CH3:12].[F:13][C:14]1[CH:19]=[CH:18][C:17]([C:20]2ON=C(C(=O)C)[N:21]=2)=[CH:16][CH:15]=1.C1C[O:31]CC1. No catalyst specified. The product is [F:13][C:14]1[CH:15]=[CH:16][C:17]([C:20]2[CH:9]=[C:10]([CH:11]([C:2]3[CH:7]=[CH:6][N:5]=[CH:4][CH:3]=3)[CH3:12])[O:31][N:21]=2)=[CH:18][CH:19]=1. The yield is 0.290. (7) The reactants are [N:1]([C:4]1[C:13]([F:14])=[C:12]([F:15])[C:7]([C:8]([O:10]C)=[O:9])=[C:6]([F:16])[C:5]=1[F:17])=[N+:2]=[N-:3].[OH-].[Na+].Cl. The catalyst is CO. The product is [N:1]([C:4]1[C:5]([F:17])=[C:6]([F:16])[C:7]([C:8]([OH:10])=[O:9])=[C:12]([F:15])[C:13]=1[F:14])=[N+:2]=[N-:3]. The yield is 0.960. (8) The reactants are [CH3:1][N:2]([CH3:11])[C:3]1[CH:10]=[CH:9][C:6]([CH:7]=[O:8])=[CH:5][CH:4]=1.[Br-:12].[Br-].[Br-].[NH+]1C=CC=CC=1.[NH+]1C=CC=CC=1.[NH+]1C=CC=CC=1. The catalyst is ClCCl. The product is [Br:12][C:4]1[CH:5]=[C:6]([CH:9]=[CH:10][C:3]=1[N:2]([CH3:11])[CH3:1])[CH:7]=[O:8]. The yield is 0.920.